From a dataset of Drug-target binding data from BindingDB using IC50 measurements. Regression. Given a target protein amino acid sequence and a drug SMILES string, predict the binding affinity score between them. We predict pIC50 (pIC50 = -log10(IC50 in M); higher means more potent). Dataset: bindingdb_ic50. The small molecule is C=CCn1c(SCCOC)nc2c(c1=O)C(C)(C)Cc1ccccc1-2. The target protein (P96471) has sequence MKNYLSFGMFALLFALTFGTVKPVQAIAGPEWLLGRPSVNNSQLVVSVAGTVEGTNQEISLKFFEIDLTSRPAQGGKTEQGLRPKSKPLATDKGAMSHKLEKADLLKAIQEQLIANVHSNDGYFEVIDFASDATITDRNGKVYFADRDDSVTLPTQPVQEFLLSGHVRVRPYRPKAVHNSAERVNVNYEVSFVSETGNLDFTPSLKEQYHLTTLAVGDSLSSQELAAIAQFILSKKHPDYIITKRDSSIVTHDNDIFRTILPMDQEFTYHIKDREQAYKANSKTGIEEKTNNTDLISEKYYILKKGEKPYDPFDRSHLKLFTIKYVDVDTKALLKSEQLLTASERNLDFRDLYDPRDKAKLLYNNLDAFGIMGYTLTGKVEDNHDDTNRIITVYMGKRPEGENASYHLAYDKDRYTEEEREVYSYLRDTGTPIPDNPKDK. The pIC50 is 5.5.